Dataset: Full USPTO retrosynthesis dataset with 1.9M reactions from patents (1976-2016). Task: Predict the reactants needed to synthesize the given product. Given the product [Br:1][C:2]1[C:3]([CH3:12])=[CH:4][C:5]([N+:9]([O-:11])=[O:10])=[CH:6][C:7]=1[CH2:21][C:20]([OH:23])=[O:22], predict the reactants needed to synthesize it. The reactants are: [Br:1][C:2]1[C:7](C)=[CH:6][C:5]([N+:9]([O-:11])=[O:10])=[CH:4][C:3]=1[CH2:12]C#N.S(=O)(=O)(O)O.[C:20]([OH:23])(=[O:22])[CH3:21].